From a dataset of Forward reaction prediction with 1.9M reactions from USPTO patents (1976-2016). Predict the product of the given reaction. (1) Given the reactants [NH2:1][CH2:2][CH:3]([O:7][CH2:8][CH3:9])[O:4][CH2:5][CH3:6].C(O[CH:13](O)[CH:14]([F:16])[F:15])C.[OH-].[Na+].[BH4-].[Na+], predict the reaction product. The product is: [CH2:5]([O:4][CH:3]([O:7][CH2:8][CH3:9])[CH2:2][NH:1][CH2:13][CH:14]([F:16])[F:15])[CH3:6]. (2) Given the reactants [CH2:1]([NH:3][C:4]1[CH:9]=[C:8]([O:10][CH3:11])[CH:7]=[CH:6][C:5]=1[CH:12]1[CH2:21][CH2:20][C:19]2[CH:18]=[C:17]([OH:22])[CH:16]=[CH:15][C:14]=2[CH2:13]1)[CH3:2].[H-].[Na+].[CH3:25][C:26]([CH3:36])([CH3:35])[C:27](N1CCSC1=S)=[O:28].[Cl-].[NH4+], predict the reaction product. The product is: [CH2:1]([NH:3][C:4]1[CH:9]=[C:8]([O:10][CH3:11])[CH:7]=[CH:6][C:5]=1[CH:12]1[CH2:21][CH2:20][C:19]2[CH:18]=[C:17]([O:22][C:27](=[O:28])[C:26]([CH3:36])([CH3:35])[CH3:25])[CH:16]=[CH:15][C:14]=2[CH2:13]1)[CH3:2]. (3) Given the reactants [CH3:1][C:2]1[CH:11]=[CH:10][C:5]([C:6]([O:8][CH3:9])=[O:7])=[CH:4][N+:3]=1[O-], predict the reaction product. The product is: [C:6]([O:8][CH2:1][C:2]1[CH:11]=[CH:10][C:5]([C:6]([O:8][CH3:9])=[O:7])=[CH:4][N:3]=1)(=[O:7])[CH3:5]. (4) Given the reactants [CH3:1][O:2][C:3]1[CH:4]=[C:5]([CH2:9][CH2:10][CH2:11][CH2:12][CH2:13][CH2:14][C:15]([OH:17])=[O:16])[CH:6]=[CH:7][CH:8]=1.[Si](C=[N+]=[N-])(C)(C)[CH3:19], predict the reaction product. The product is: [CH3:1][O:2][C:3]1[CH:4]=[C:5]([CH2:9][CH2:10][CH2:11][CH2:12][CH2:13][CH2:14][C:15]([O:17][CH3:19])=[O:16])[CH:6]=[CH:7][CH:8]=1. (5) The product is: [CH2:1]([C:3]1[CH:8]=[C:7]([CH3:9])[CH:6]=[C:5]([CH2:10][CH3:11])[C:4]=1[CH:12]1[C:17](=[O:18])[N:19]2[CH2:20][CH2:24][O:23][CH2:29][CH2:16][N:15]2[C:13]1=[O:14])[CH3:2]. Given the reactants [CH2:1]([C:3]1[CH:8]=[C:7]([CH3:9])[CH:6]=[C:5]([CH2:10][CH3:11])[C:4]=1[CH:12]([C:17]([NH:19][CH3:20])=[O:18])[C:13]([NH:15][CH3:16])=[O:14])[CH3:2].Br.Br.[O:23]1[CH2:29]CNNC[CH2:24]1.C(N(CC)CC)C.Cl, predict the reaction product. (6) Given the reactants C[O:2][C:3]([C:5]1[S:9][C:8]([CH2:10][CH:11]([C:13]2[N:14]([C:19]3[CH:24]=[CH:23][C:22]([F:25])=[CH:21][CH:20]=3)[N:15]=[N:16][C:17]=2[CH3:18])O)=[N:7][C:6]=1[CH3:26])=[O:4], predict the reaction product. The product is: [F:25][C:22]1[CH:21]=[CH:20][C:19]([N:14]2[C:13](/[CH:11]=[CH:10]/[C:8]3[S:9][C:5]([C:3]([OH:4])=[O:2])=[C:6]([CH3:26])[N:7]=3)=[C:17]([CH3:18])[N:16]=[N:15]2)=[CH:24][CH:23]=1. (7) Given the reactants [CH3:1][N:2]([CH3:22])[C:3]1[CH:8]=[CH:7][C:6]([CH:9]([O:20][CH3:21])[C@H:10]([CH3:19])/[CH:11]=[CH:12]/[CH:13]=[CH:14]/[C:15]([O:17]C)=[O:16])=[CH:5][CH:4]=1.[Li+].[OH-], predict the reaction product. The product is: [CH3:22][N:2]([CH3:1])[C:3]1[CH:4]=[CH:5][C:6]([CH:9]([O:20][CH3:21])[C@H:10]([CH3:19])/[CH:11]=[CH:12]/[CH:13]=[CH:14]/[C:15]([OH:17])=[O:16])=[CH:7][CH:8]=1. (8) Given the reactants [NH2:1][C:2]1[CH:7]=[CH:6][CH:5]=[CH:4][N:3]=1.[Al+3].[Cl-].[Cl-].[Cl-].Cl[C:13]1[CH:18]=CC=C[CH:14]=1.C(Cl)Cl, predict the reaction product. The product is: [N:3]1[C:2]2[C:7](=[CH:14][CH:13]=[CH:18][N:1]=2)[CH:6]=[CH:5][CH:4]=1. (9) Given the reactants [F:1][C:2]1[CH:3]=[C:4]2[C:9](=[CH:10][CH:11]=1)[CH:8]=[C:7]([CH:12]=[O:13])[C:6]([CH3:14])=[C:5]2[OH:15].[CH2:16]([S:18]([C:21]1[CH:26]=[CH:25][C:24](F)=[CH:23][CH:22]=1)(=[O:20])=[O:19])[CH3:17], predict the reaction product. The product is: [CH2:16]([S:18]([C:21]1[CH:26]=[CH:25][C:24]([O:15][C:5]2[C:4]3[C:9](=[CH:10][CH:11]=[C:2]([F:1])[CH:3]=3)[CH:8]=[C:7]([CH:12]=[O:13])[C:6]=2[CH3:14])=[CH:23][CH:22]=1)(=[O:19])=[O:20])[CH3:17]. (10) Given the reactants [N+:1]([C:4]1[CH:12]=[C:11]2[C:7]([C:8]([CH:21]=O)=[N:9][N:10]2[CH2:13][O:14][CH2:15][CH2:16][Si:17]([CH3:20])([CH3:19])[CH3:18])=[CH:6][CH:5]=1)([O-:3])=[O:2].Cl.[NH2:24]O.C(P1(=O)OP(=O)(CCC)OP(=O)(CCC)O1)CC.C([O-])(O)=O.[Na+], predict the reaction product. The product is: [N+:1]([C:4]1[CH:12]=[C:11]2[C:7]([C:8]([C:21]#[N:24])=[N:9][N:10]2[CH2:13][O:14][CH2:15][CH2:16][Si:17]([CH3:20])([CH3:19])[CH3:18])=[CH:6][CH:5]=1)([O-:3])=[O:2].